From a dataset of Catalyst prediction with 721,799 reactions and 888 catalyst types from USPTO. Predict which catalyst facilitates the given reaction. (1) Reactant: [H-].[Na+].Cl[CH2:4][CH2:5][S:6](Cl)(=[O:8])=[O:7].[F:10][C:11]1[CH:30]=[CH:29][C:14]([O:15][C:16]2[CH:21]=[CH:20][C:19]([C:22]3[C:23]([NH2:28])=[N:24][CH:25]=[CH:26][CH:27]=3)=[CH:18][CH:17]=2)=[CH:13][C:12]=1[CH3:31]. Product: [F:10][C:11]1[CH:30]=[CH:29][C:14]([O:15][C:16]2[CH:17]=[CH:18][C:19]([C:22]3[C:23]4=[N:28][S:6](=[O:8])(=[O:7])[CH2:5][CH2:4][N:24]4[CH:25]=[CH:26][CH:27]=3)=[CH:20][CH:21]=2)=[CH:13][C:12]=1[CH3:31]. The catalyst class is: 1. (2) Reactant: C1(P(C2C=CC=CC=2)C2C=CC=CC=2)C=CC=CC=1.C(Cl)Cl.[OH:23][C:24]1[CH:25]=[C:26]2[C:30](=[CH:31][CH:32]=1)[N:29]([C:33]([O:35][C:36]([CH3:39])([CH3:38])[CH3:37])=[O:34])[C:28]([C:40]([O:42][CH2:43][CH3:44])=[O:41])=[CH:27]2.[CH3:45][S:46][CH2:47][CH2:48][CH2:49]O. Product: [CH3:45][S:46][CH2:47][CH2:48][CH2:49][O:23][C:24]1[CH:25]=[C:26]2[C:30](=[CH:31][CH:32]=1)[N:29]([C:33]([O:35][C:36]([CH3:37])([CH3:38])[CH3:39])=[O:34])[C:28]([C:40]([O:42][CH2:43][CH3:44])=[O:41])=[CH:27]2. The catalyst class is: 161. (3) Reactant: [O:1]1[CH2:6][CH2:5][N:4]([C:7]2[CH:12]=[CH:11][C:10]([NH:13][C:14]3[N:19]=[C:18]([NH:20][C:21]4[CH:26]=[CH:25][CH:24]=[C:23]([N+:27]([O-])=O)[CH:22]=4)[CH:17]=[CH:16][N:15]=3)=[CH:9][CH:8]=2)[CH2:3][CH2:2]1. Product: [NH2:27][C:23]1[CH:22]=[C:21]([NH:20][C:18]2[CH:17]=[CH:16][N:15]=[C:14]([NH:13][C:10]3[CH:9]=[CH:8][C:7]([N:4]4[CH2:3][CH2:2][O:1][CH2:6][CH2:5]4)=[CH:12][CH:11]=3)[N:19]=2)[CH:26]=[CH:25][CH:24]=1. The catalyst class is: 19. (4) Reactant: C(N(CC)CC)C.[C:8]([C:12]1[CH:20]=[CH:19][C:15]([C:16](Cl)=[O:17])=[CH:14][CH:13]=1)([CH3:11])([CH3:10])[CH3:9].[CH2:21]([O:28][C:29]1[C:30]([CH3:38])=[C:31]([CH3:37])[C:32]([NH2:36])=[N:33][C:34]=1[CH3:35])[C:22]1[CH:27]=[CH:26][CH:25]=[CH:24][CH:23]=1. Product: [CH2:21]([O:28][C:29]1[C:30]([CH3:38])=[C:31]([CH3:37])[C:32]([NH:36][C:16](=[O:17])[C:15]2[CH:19]=[CH:20][C:12]([C:8]([CH3:11])([CH3:10])[CH3:9])=[CH:13][CH:14]=2)=[N:33][C:34]=1[CH3:35])[C:22]1[CH:23]=[CH:24][CH:25]=[CH:26][CH:27]=1. The catalyst class is: 2. (5) Reactant: [CH:1]([C:3]1[CH:4]=[CH:5][C:6]([O:9][C:10]2[CH:18]=[CH:17][C:13]([C:14]([NH2:16])=[O:15])=[CH:12][CH:11]=2)=[N:7][CH:8]=1)=O.[C:19]1([CH:25]2[CH2:29][CH2:28][NH:27][CH2:26]2)[CH:24]=[CH:23][CH:22]=[CH:21][CH:20]=1.C(O[BH-](OC(=O)C)OC(=O)C)(=O)C.[Na+].CC(O)=O. Product: [C:19]1([CH:25]2[CH2:29][CH2:28][N:27]([CH2:1][C:3]3[CH:4]=[CH:5][C:6]([O:9][C:10]4[CH:18]=[CH:17][C:13]([C:14]([NH2:16])=[O:15])=[CH:12][CH:11]=4)=[N:7][CH:8]=3)[CH2:26]2)[CH:24]=[CH:23][CH:22]=[CH:21][CH:20]=1. The catalyst class is: 2.